The task is: Predict the reactants needed to synthesize the given product.. This data is from Full USPTO retrosynthesis dataset with 1.9M reactions from patents (1976-2016). (1) The reactants are: Br[C:2]1[C:3]([O:10][CH3:11])=[N:4][CH:5]=[CH:6][C:7]=1[O:8][CH3:9].[Li]CCCC.[C:17]([S:21]([N:23]=[CH:24][CH2:25][CH:26]([CH3:32])[C:27]([O:29][CH2:30][CH3:31])=[O:28])=[O:22])([CH3:20])([CH3:19])[CH3:18].[NH4+].[Cl-]. Given the product [CH3:11][O:10][C:3]1[C:2]([CH:24]([NH:23][S:21]([C:17]([CH3:19])([CH3:18])[CH3:20])=[O:22])[CH2:25][CH:26]([CH3:32])[C:27]([O:29][CH2:30][CH3:31])=[O:28])=[C:7]([O:8][CH3:9])[CH:6]=[CH:5][N:4]=1, predict the reactants needed to synthesize it. (2) Given the product [CH3:29][O:30][CH2:31][CH2:32][O:33][C:34]1[CH:35]=[CH:36][C:37]([C:40]2[CH:41]=[CH:42][C:43]([C:46]([CH3:52])([CH3:51])[C:47]([OH:49])=[O:48])=[N:44][CH:45]=2)=[CH:38][CH:39]=1, predict the reactants needed to synthesize it. The reactants are: BrC1C=CC(C(C)(C)C(OC)=O)=NC=1.COCCOC1C=CC(B(O)O)=CC=1.[CH3:29][O:30][CH2:31][CH2:32][O:33][C:34]1[CH:39]=[CH:38][C:37]([C:40]2[CH:41]=[CH:42][C:43]([C:46]([CH3:52])([CH3:51])[C:47]([O:49]C)=[O:48])=[N:44][CH:45]=2)=[CH:36][CH:35]=1.O.[OH-].[Li+]. (3) Given the product [F:31][C:32]([F:50])([F:49])[C:33]1[CH:34]=[C:35]([C:43]([CH3:48])([CH3:47])[C:44]([N:2]([CH3:1])[C:3]2[CH:4]=[N:5][C:6]([N:16]3[CH2:21][CH2:20][O:19][CH2:18][CH2:17]3)=[CH:7][C:8]=2[C:9]2[CH:14]=[CH:13][CH:12]=[CH:11][C:10]=2[CH3:15])=[O:45])[CH:36]=[C:37]([C:39]([F:42])([F:41])[F:40])[CH:38]=1, predict the reactants needed to synthesize it. The reactants are: [CH3:1][NH:2][C:3]1[CH:4]=[N:5][C:6]([N:16]2[CH2:21][CH2:20][O:19][CH2:18][CH2:17]2)=[CH:7][C:8]=1[C:9]1[CH:14]=[CH:13][CH:12]=[CH:11][C:10]=1[CH3:15].C(N(C(C)C)C(C)C)C.[F:31][C:32]([F:50])([F:49])[C:33]1[CH:34]=[C:35]([C:43]([CH3:48])([CH3:47])[C:44](Cl)=[O:45])[CH:36]=[C:37]([C:39]([F:42])([F:41])[F:40])[CH:38]=1.C(=O)(O)[O-].[Na+]. (4) Given the product [Cl:13][C:2]1[S:3][C:4]2[C:5](=[C:7]([C:11]#[N:12])[CH:8]=[CH:9][CH:10]=2)[N:6]=1, predict the reactants needed to synthesize it. The reactants are: N[C:2]1[S:3][C:4]2[C:5](=[C:7]([C:11]#[N:12])[CH:8]=[CH:9][CH:10]=2)[N:6]=1.[Cl:13]C1SC2C=CC(F)=C(F)C=2N=1. (5) Given the product [Cl:38][C:35]1[CH:36]=[CH:37][C:32]([CH2:31][CH2:30][O:29][C:16]2[CH:15]=[C:14]([S:13][C:10]3[CH:11]=[CH:12][C:7]([O:6][CH2:5][C:4]([OH:40])=[O:3])=[C:8]([CH3:39])[CH:9]=3)[CH:19]=[C:18]([C:20]#[C:21][CH2:22][N:23]3[CH2:28][CH2:27][O:26][CH2:25][CH2:24]3)[CH:17]=2)=[CH:33][CH:34]=1, predict the reactants needed to synthesize it. The reactants are: C([O:3][C:4](=[O:40])[CH2:5][O:6][C:7]1[CH:12]=[CH:11][C:10]([S:13][C:14]2[CH:19]=[C:18]([C:20]#[C:21][CH2:22][N:23]3[CH2:28][CH2:27][O:26][CH2:25][CH2:24]3)[CH:17]=[C:16]([O:29][CH2:30][CH2:31][C:32]3[CH:37]=[CH:36][C:35]([Cl:38])=[CH:34][CH:33]=3)[CH:15]=2)=[CH:9][C:8]=1[CH3:39])C.[OH-].[Na+].Cl. (6) Given the product [Cl:1][C:2]1[CH:3]=[C:4]2[C:9](=[CH:10][C:11]=1[C:12]([N:69]1[CH2:70][CH2:71][CH2:72][CH:67]([CH2:66][N:64]([CH3:65])[CH3:63])[CH2:68]1)=[O:13])[N:8]=[CH:7][N:6]=[C:5]2[NH:15][CH:16]([C:18]1[NH:22][C:21]2[CH:23]=[CH:24][C:25]([Cl:27])=[CH:26][C:20]=2[N:19]=1)[CH3:17], predict the reactants needed to synthesize it. The reactants are: [Cl:1][C:2]1[CH:3]=[C:4]2[C:9](=[CH:10][C:11]=1[C:12](O)=[O:13])[N:8]=[CH:7][N:6]=[C:5]2[NH:15][CH:16]([C:18]1[NH:22][C:21]2[CH:23]=[CH:24][C:25]([Cl:27])=[CH:26][C:20]=2[N:19]=1)[CH3:17].FC1C(OC(N(C)C)=[N+](C)C)=C(F)C(F)=C(F)C=1F.F[P-](F)(F)(F)(F)F.C(N(C(C)C)CC)(C)C.[CH3:63][N:64]([CH2:66][CH:67]1[CH2:72][CH2:71][CH2:70][NH:69][CH2:68]1)[CH3:65]. (7) Given the product [O:11]=[C:4]1[C:5]2[C:10](=[CH:9][CH:8]=[CH:7][CH:6]=2)[C:2](=[O:1])[N:3]1[CH2:12][CH2:13][N:14]1[C:23]2[C:18](=[N:19][CH:20]=[C:21]([CH2:24][C:25]3[CH:26]=[CH:27][C:28]([F:31])=[CH:29][CH:30]=3)[CH:22]=2)[C:17]([OH:32])=[C:16]([C:33]([NH:47][CH2:46][CH2:45][CH2:44][N:39]2[CH:43]=[CH:42][N:41]=[CH:40]2)=[O:34])[C:15]1=[O:38], predict the reactants needed to synthesize it. The reactants are: [O:1]=[C:2]1[C:10]2[C:5](=[CH:6][CH:7]=[CH:8][CH:9]=2)[C:4](=[O:11])[N:3]1[CH2:12][CH2:13][N:14]1[C:23]2[C:18](=[N:19][CH:20]=[C:21]([CH2:24][C:25]3[CH:30]=[CH:29][C:28]([F:31])=[CH:27][CH:26]=3)[CH:22]=2)[C:17]([OH:32])=[C:16]([C:33](OCC)=[O:34])[C:15]1=[O:38].[N:39]1([CH2:44][CH2:45][CH2:46][NH2:47])[CH:43]=[CH:42][N:41]=[CH:40]1.